This data is from Full USPTO retrosynthesis dataset with 1.9M reactions from patents (1976-2016). The task is: Predict the reactants needed to synthesize the given product. (1) Given the product [CH3:1][N:2]([CH3:8])[CH:3]1[CH2:7][CH2:6][N:5]([C:10]2[CH:17]=[CH:16][C:13]([C:14]([NH:24][OH:25])=[NH:15])=[CH:12][CH:11]=2)[CH2:4]1, predict the reactants needed to synthesize it. The reactants are: [CH3:1][N:2]([CH3:8])[CH:3]1[CH2:7][CH2:6][NH:5][CH2:4]1.F[C:10]1[CH:17]=[CH:16][C:13]([C:14]#[N:15])=[CH:12][CH:11]=1.C(=O)([O-])[O-].[K+].[K+].[NH2:24][OH:25]. (2) Given the product [CH2:16]([C:23]1[CH:53]=[C:52]([Cl:54])[CH:51]=[CH:50][C:24]=1[O:25][CH2:26][CH2:27][CH2:28][N:29]([CH:33]([C:42]1[CH:43]=[CH:44][C:45]([O:48][CH3:49])=[CH:46][CH:47]=1)[C:34]1[CH:39]=[CH:38][C:37]([O:40][CH3:41])=[CH:36][CH:35]=1)[CH2:30][CH2:31][NH:32][S:12]([C:7]1[C:6]2[CH:5]=[CH:4][N:3]=[C:2]([Cl:1])[C:11]=2[CH:10]=[CH:9][CH:8]=1)(=[O:14])=[O:13])[C:17]1[CH:22]=[CH:21][CH:20]=[CH:19][CH:18]=1, predict the reactants needed to synthesize it. The reactants are: [Cl:1][C:2]1[C:11]2[CH:10]=[CH:9][CH:8]=[C:7]([S:12](Cl)(=[O:14])=[O:13])[C:6]=2[CH:5]=[CH:4][N:3]=1.[CH2:16]([C:23]1[CH:53]=[C:52]([Cl:54])[CH:51]=[CH:50][C:24]=1[O:25][CH2:26][CH2:27][CH2:28][N:29]([CH:33]([C:42]1[CH:47]=[CH:46][C:45]([O:48][CH3:49])=[CH:44][CH:43]=1)[C:34]1[CH:39]=[CH:38][C:37]([O:40][CH3:41])=[CH:36][CH:35]=1)[CH2:30][CH2:31][NH2:32])[C:17]1[CH:22]=[CH:21][CH:20]=[CH:19][CH:18]=1.CCN(CC)CC. (3) Given the product [O:32]1[C:29]2[CH:30]=[CH:31][C:26]([C:16]3[CH:15]=[CH:14][N:13]=[C:12]([NH:11][C:9]4[CH:8]=[CH:7][C:6]5[O:1][CH2:2][CH2:3][O:4][C:5]=5[CH:10]=4)[CH:17]=3)=[CH:27][C:28]=2[O:34][CH2:33]1, predict the reactants needed to synthesize it. The reactants are: [O:1]1[C:6]2[CH:7]=[CH:8][C:9]([NH:11][C:12]3[CH:17]=[C:16](I)[CH:15]=[CH:14][N:13]=3)=[CH:10][C:5]=2[O:4][CH2:3][CH2:2]1.C([O-])([O-])=O.[Na+].[Na+].B(O)(O)[C:26]1[CH:31]=[CH:30][C:29]2[O:32][CH2:33][O:34][C:28]=2[CH:27]=1.